Dataset: Forward reaction prediction with 1.9M reactions from USPTO patents (1976-2016). Task: Predict the product of the given reaction. (1) Given the reactants Br[C:2]1[S:3][CH:4]=[CH:5][N:6]=1.[NH:7]1[CH2:12][CH2:11][NH:10][CH2:9][CH2:8]1, predict the reaction product. The product is: [S:3]1[CH:4]=[CH:5][N:6]=[C:2]1[N:7]1[CH2:12][CH2:11][NH:10][CH2:9][CH2:8]1. (2) Given the reactants FC(F)(F)C(O)=O.[CH2:8]([O:10][C:11]([C@@H:13]1[CH2:17][C@H:16]([N:18]=[N+]=[N-])[CH2:15][NH:14]1)=[O:12])[CH3:9].CO[C:32]([C@@H:37]1[CH2:36][C@H:35](N)[CH2:34]N1C[CH:32]1[CH2:37][CH2:36][CH2:35][CH2:34]C1)=O, predict the reaction product. The product is: [CH2:8]([O:10][C:11]([C@@H:13]1[CH2:17][C@H:16]([NH2:18])[CH2:15][N:14]1[CH2:32][CH:37]1[CH2:34][CH2:35][CH2:36]1)=[O:12])[CH3:9]. (3) Given the reactants Cl[C:2]1[CH:7]=[C:6]([Cl:8])[N:5]=[CH:4][N:3]=1.[CH3:9][C:10]1[N:11]=[CH:12][NH:13][CH:14]=1.C(=O)([O-])[O-].[Cs+].[Cs+].O, predict the reaction product. The product is: [Cl:8][C:6]1[CH:7]=[C:2]([N:13]2[CH:14]=[C:10]([CH3:9])[N:11]=[CH:12]2)[N:3]=[CH:4][N:5]=1. (4) Given the reactants [CH3:1][O:2][C:3]([C:5]1[O:6][C:7]([CH3:12])=[C:8]([CH2:10][OH:11])[CH:9]=1)=[O:4].O[C:14]1[CH:19]=[CH:18][C:17]([C:20]2[CH:25]=[CH:24][CH:23]=[CH:22][CH:21]=2)=[CH:16][CH:15]=1.C1(P(C2C=CC=CC=2)C2C=CC=CC=2)C=CC=CC=1, predict the reaction product. The product is: [CH3:1][O:2][C:3]([C:5]1[O:6][C:7]([CH3:12])=[C:8]([CH2:10][O:11][C:23]2[CH:24]=[CH:25][C:20]([C:17]3[CH:18]=[CH:19][CH:14]=[CH:15][CH:16]=3)=[CH:21][CH:22]=2)[CH:9]=1)=[O:4].